From a dataset of Full USPTO retrosynthesis dataset with 1.9M reactions from patents (1976-2016). Predict the reactants needed to synthesize the given product. (1) Given the product [CH3:30][C:3]1[C:4]([CH3:29])=[C:5]([C@@H:8]([N:10]2[CH2:15][C@@H:14]3[CH2:16][C@H:11]2[CH2:12][N:13]3[C:17]([C:19]2[CH:20]=[N:21][C:22]([C:25]([F:28])([F:27])[F:26])=[CH:23][CH:24]=2)=[O:18])[CH3:9])[CH:6]=[CH:7][C:2]=1[O:1][CH2:44][C@H:39]([OH:38])[CH3:40], predict the reactants needed to synthesize it. The reactants are: [OH:1][C:2]1[CH:7]=[CH:6][C:5]([C@@H:8]([N:10]2[CH2:15][C@@H:14]3[CH2:16][C@H:11]2[CH2:12][N:13]3[C:17]([C:19]2[CH:20]=[N:21][C:22]([C:25]([F:28])([F:27])[F:26])=[CH:23][CH:24]=2)=[O:18])[CH3:9])=[C:4]([CH3:29])[C:3]=1[CH3:30].[Si]([O:38][C:39]1[C:40](CCC)=C(S([O-])(=O)=O)C=C[C:44]=1C)(C(C)(C)C)(C)C. (2) Given the product [CH3:25][O:26][C:27]1[CH:28]=[C:29]([NH:30][C:14]([C:12]2[CH:11]=[CH:10][C:9]([C:17]3[CH:18]=[CH:19][CH:20]=[CH:21][CH:22]=3)=[C:8]([CH2:7][N:1]3[CH2:6][CH2:5][CH2:4][CH2:3][CH2:2]3)[CH:13]=2)=[O:15])[CH:31]=[CH:32][CH:33]=1, predict the reactants needed to synthesize it. The reactants are: [N:1]1([CH2:7][C:8]2[CH:13]=[C:12]([C:14](O)=[O:15])[CH:11]=[CH:10][C:9]=2[C:17]2[CH:22]=[CH:21][CH:20]=[CH:19][CH:18]=2)[CH2:6][CH2:5][CH2:4][CH2:3][CH2:2]1.[Cl-].[Na+].[CH3:25][O:26][C:27]1[CH:28]=[C:29]([CH:31]=[CH:32][CH:33]=1)[NH2:30].F[P-](F)(F)(F)(F)F.N1(OC(N(C)C)=[N+](C)C)C2C=CC=CC=2N=N1.CN1CCOCC1.